Task: Predict the reactants needed to synthesize the given product.. Dataset: Full USPTO retrosynthesis dataset with 1.9M reactions from patents (1976-2016) (1) Given the product [N:3]12[CH2:10][CH2:9][CH:6]([CH2:7][CH2:8]1)[C@@H:5]([NH:11][C:17](=[O:18])[C:16]1[CH:20]=[CH:21][C:13]([Br:12])=[CH:14][CH:15]=1)[CH2:4]2, predict the reactants needed to synthesize it. The reactants are: Cl.Cl.[N:3]12[CH2:10][CH2:9][CH:6]([CH2:7][CH2:8]1)[C@@H:5]([NH2:11])[CH2:4]2.[Br:12][C:13]1[CH:21]=[CH:20][C:16]([C:17](O)=[O:18])=[CH:15][CH:14]=1. (2) Given the product [Cl:31][C:26]1[CH:27]=[CH:28][CH:29]=[CH:30][C:25]=1[C:15]1[CH:14]=[C:13]2[C:21]([CH:22]=[C:11]([C:9]([NH2:39])=[O:10])[N:12]2[CH3:32])=[C:20]2[C:16]=1[C:17](=[O:24])[NH:18][C:19]2=[O:23], predict the reactants needed to synthesize it. The reactants are: FC1C(O[C:9]([C:11]2[N:12]([CH3:32])[C:13]3[C:21]([CH:22]=2)=[C:20]2[C:16]([C:17](=[O:24])[NH:18][C:19]2=[O:23])=[C:15]([C:25]2[CH:30]=[CH:29][CH:28]=[CH:27][C:26]=2[Cl:31])[CH:14]=3)=[O:10])=C(F)C(F)=C(F)C=1F.O.C[N:39](C)C=O. (3) Given the product [CH3:28][C:25]1[N:24]=[C:23]([C:29]2[CH:30]=[CH:31][CH:32]=[CH:33][CH:34]=2)[C:22]([O:21][C:19]2[CH:18]=[CH:17][N:16]=[C:15]([NH:6][C:5]3[CH:7]=[C:8]([O:12][CH3:13])[C:9]([O:10][CH3:11])=[C:3]([O:2][CH3:1])[CH:4]=3)[CH:20]=2)=[CH:27][CH:26]=1, predict the reactants needed to synthesize it. The reactants are: [CH3:1][O:2][C:3]1[CH:4]=[C:5]([CH:7]=[C:8]([O:12][CH3:13])[C:9]=1[O:10][CH3:11])[NH2:6].Cl[C:15]1[CH:20]=[C:19]([O:21][C:22]2[C:23]([C:29]3[CH:34]=[CH:33][CH:32]=[CH:31][CH:30]=3)=[N:24][C:25]([CH3:28])=[CH:26][CH:27]=2)[CH:18]=[CH:17][N:16]=1.CC1(C)C2C(=C(P(C3C=CC=CC=3)C3C=CC=CC=3)C=CC=2)OC2C(P(C3C=CC=CC=3)C3C=CC=CC=3)=CC=CC1=2.C([O-])([O-])=O.[Cs+].[Cs+]. (4) Given the product [CH3:50][O:51][C:52]1[CH:57]=[CH:56][C:55]([O:58][CH3:59])=[CH:54][C:53]=1[C:60]1[CH:65]=[CH:64][CH:63]=[C:62]([NH:66][C:23]([C:18]2[C:19](=[O:22])[O:20][C:21]3[C:16]([CH:17]=2)=[CH:15][CH:14]=[CH:13][C:12]=3[O:11][CH3:10])=[O:25])[CH:61]=1, predict the reactants needed to synthesize it. The reactants are: CCN(C(C)C)C(C)C.[CH3:10][O:11][C:12]1[CH:13]=[CH:14][CH:15]=[C:16]2[C:21]=1[O:20][C:19](=[O:22])[C:18]([C:23]([OH:25])=O)=[CH:17]2.CN(C(ON1N=NC2C=CC=NC1=2)=[N+](C)C)C.F[P-](F)(F)(F)(F)F.[CH3:50][O:51][C:52]1[CH:57]=[CH:56][C:55]([O:58][CH3:59])=[CH:54][C:53]=1[C:60]1[CH:65]=[CH:64][CH:63]=[C:62]([NH2:66])[CH:61]=1. (5) The reactants are: [OH:1][C@H:2]1[C@:7]([OH:14])([C:8]2[CH:13]=[CH:12][CH:11]=[CH:10][N:9]=2)[CH2:6][CH2:5][N:4]([C:15]([C:17]2[CH:22]=[CH:21][C:20]([O:23][CH2:24][CH2:25][O:26][C:27]([F:30])([F:29])[F:28])=[C:19]([O:31][CH3:32])[CH:18]=2)=[O:16])[CH2:3]1.[CH3:33][C:34]1(C)[C@]2(CS(O)(=O)=O)CC[C@H:35]1CC2=O.COC(OC)(C)C. Given the product [CH3:33][C:34]1([CH3:35])[O:1][C@@H:2]2[CH2:3][N:4]([C:15]([C:17]3[CH:22]=[CH:21][C:20]([O:23][CH2:24][CH2:25][O:26][C:27]([F:28])([F:30])[F:29])=[C:19]([O:31][CH3:32])[CH:18]=3)=[O:16])[CH2:5][CH2:6][C@:7]2([C:8]2[CH:13]=[CH:12][CH:11]=[CH:10][N:9]=2)[O:14]1, predict the reactants needed to synthesize it.